Dataset: Forward reaction prediction with 1.9M reactions from USPTO patents (1976-2016). Task: Predict the product of the given reaction. (1) Given the reactants [C@@H:1]12[CH2:7][C@@H:4]([NH:5][CH2:6]1)[CH2:3][N:2]2[C:8]([O:10][C:11]([CH3:14])([CH3:13])[CH3:12])=[O:9].Br[C:16]1[CH:17]=[N:18][CH:19]=[CH:20][CH:21]=1, predict the reaction product. The product is: [N:18]1[CH:19]=[CH:20][CH:21]=[C:16]([N:5]2[CH2:6][C@H:1]3[CH2:7][C@@H:4]2[CH2:3][N:2]3[C:8]([O:10][C:11]([CH3:14])([CH3:13])[CH3:12])=[O:9])[CH:17]=1. (2) Given the reactants [Br:1][C:2]1[CH:7]=[CH:6][C:5]([N:8]=[C:9]=[S:10])=[CH:4][CH:3]=1.Cl.[O-:12][Mn](=O)(=O)=O.[K+].[CH2:18]([N:20]=[C:21]=[O:22])[CH3:19], predict the reaction product. The product is: [Br:1][C:2]1[CH:7]=[CH:6][C:5]([N:8]2[C:9](=[O:12])[S:10][N:20]([CH2:18][CH3:19])[C:21]2=[O:22])=[CH:4][CH:3]=1.